Task: Regression. Given two drug SMILES strings and cell line genomic features, predict the synergy score measuring deviation from expected non-interaction effect.. Dataset: NCI-60 drug combinations with 297,098 pairs across 59 cell lines (1) Drug 1: CCC1(C2=C(COC1=O)C(=O)N3CC4=CC5=C(C=CC(=C5CN(C)C)O)N=C4C3=C2)O.Cl. Drug 2: COCCOC1=C(C=C2C(=C1)C(=NC=N2)NC3=CC=CC(=C3)C#C)OCCOC.Cl. Cell line: BT-549. Synergy scores: CSS=33.1, Synergy_ZIP=5.40, Synergy_Bliss=4.66, Synergy_Loewe=-19.1, Synergy_HSA=2.63. (2) Drug 1: C1CN(CCN1C(=O)CCBr)C(=O)CCBr. Drug 2: CS(=O)(=O)OCCCCOS(=O)(=O)C. Cell line: SK-MEL-28. Synergy scores: CSS=19.0, Synergy_ZIP=-5.42, Synergy_Bliss=-2.09, Synergy_Loewe=-7.46, Synergy_HSA=-2.48. (3) Synergy scores: CSS=-5.51, Synergy_ZIP=0.463, Synergy_Bliss=-3.40, Synergy_Loewe=-10.0, Synergy_HSA=-8.33. Drug 2: CCCCC(=O)OCC(=O)C1(CC(C2=C(C1)C(=C3C(=C2O)C(=O)C4=C(C3=O)C=CC=C4OC)O)OC5CC(C(C(O5)C)O)NC(=O)C(F)(F)F)O. Cell line: A498. Drug 1: CN(C)C1=NC(=NC(=N1)N(C)C)N(C)C. (4) Drug 1: CCCS(=O)(=O)NC1=C(C(=C(C=C1)F)C(=O)C2=CNC3=C2C=C(C=N3)C4=CC=C(C=C4)Cl)F. Drug 2: CCN(CC)CCCC(C)NC1=C2C=C(C=CC2=NC3=C1C=CC(=C3)Cl)OC. Cell line: 786-0. Synergy scores: CSS=43.5, Synergy_ZIP=10.3, Synergy_Bliss=5.59, Synergy_Loewe=-8.27, Synergy_HSA=6.70. (5) Cell line: NCI-H226. Synergy scores: CSS=-0.791, Synergy_ZIP=0.271, Synergy_Bliss=-0.945, Synergy_Loewe=-3.32, Synergy_HSA=-3.00. Drug 2: C1C(C(OC1N2C=C(C(=O)NC2=O)F)CO)O. Drug 1: CN(C)N=NC1=C(NC=N1)C(=O)N. (6) Drug 1: COC1=C(C=C2C(=C1)N=CN=C2NC3=CC(=C(C=C3)F)Cl)OCCCN4CCOCC4. Drug 2: CN1C2=C(C=C(C=C2)N(CCCl)CCCl)N=C1CCCC(=O)O.Cl. Cell line: SF-268. Synergy scores: CSS=15.3, Synergy_ZIP=-3.80, Synergy_Bliss=2.09, Synergy_Loewe=-3.36, Synergy_HSA=0.0404.